Predict which catalyst facilitates the given reaction. From a dataset of Catalyst prediction with 721,799 reactions and 888 catalyst types from USPTO. (1) Reactant: [CH2:1]1[CH:5]2[C@@H:6]3[CH:10]=[CH:9][C@H:8]([CH:4]2[CH:3]=[CH:2]1)[CH2:7]3.C=C. Product: [CH2:1]=[CH2:2].[CH2:1]1[CH:5]2[CH:6]3[CH:10]=[CH:9][CH:8]([CH:4]2[CH:3]=[CH:2]1)[CH2:7]3. The catalyst class is: 11. (2) Reactant: [CH3:1][C:2]1([CH3:14])[C:6]2[CH:7]=[C:8]([C:11](=[O:13])[CH3:12])[CH:9]=[CH:10][C:5]=2[O:4][CH2:3]1.[Al+3].[Cl-].[Cl-].[Cl-].[Br:19]Br.Cl. Product: [Br:19][C:10]1[C:5]2[O:4][CH2:3][C:2]([CH3:14])([CH3:1])[C:6]=2[CH:7]=[C:8]([C:11](=[O:13])[CH3:12])[CH:9]=1. The catalyst class is: 4. (3) Reactant: C(O)C.[NH2:4][C:5]([CH2:10][CH2:11][C:12]1[CH:17]=[CH:16][C:15]([S:18][C:19]2[CH:24]=[CH:23][CH:22]=[C:21]([O:25][CH2:26][C:27]3[CH:32]=[CH:31][CH:30]=[CH:29][CH:28]=3)[CH:20]=2)=[CH:14][C:13]=1[Cl:33])([CH2:8][OH:9])[CH2:6][OH:7].Cl. Product: [ClH:33].[NH2:4][C:5]([CH2:10][CH2:11][C:12]1[CH:17]=[CH:16][C:15]([S:18][C:19]2[CH:24]=[CH:23][CH:22]=[C:21]([O:25][CH2:26][C:27]3[CH:32]=[CH:31][CH:30]=[CH:29][CH:28]=3)[CH:20]=2)=[CH:14][C:13]=1[Cl:33])([CH2:8][OH:9])[CH2:6][OH:7]. The catalyst class is: 6. (4) Reactant: C(Cl)(Cl)Cl.[NH2:5][CH:6]1[CH2:11][CH2:10][N:9]([C:12]([O:14][C:15]([CH3:18])([CH3:17])[CH3:16])=[O:13])[CH2:8][CH2:7]1.[Cl:19][C:20]1[CH:21]=[C:22]([CH:26]=[CH:27][C:28]=1[F:29])[C:23](Cl)=[O:24].C([O-])(O)=O.[Na+]. Product: [Cl:19][C:20]1[CH:21]=[C:22]([CH:26]=[CH:27][C:28]=1[F:29])[C:23]([NH:5][CH:6]1[CH2:7][CH2:8][N:9]([C:12]([O:14][C:15]([CH3:18])([CH3:17])[CH3:16])=[O:13])[CH2:10][CH2:11]1)=[O:24]. The catalyst class is: 424. (5) Reactant: Cl.O[C:3]1([C:12](=[NH:16])OCC)[C:11]2[C:6](=[CH:7][CH:8]=[CH:9][CH:10]=2)CC1.CC[N:19]([CH2:22]C)[CH2:20][CH3:21].[C:24](Cl)(Cl)=O.[CH2:28]1COC[CH2:29]1. The catalyst class is: 33. Product: [NH:16]1[C:6]2[C:11](=[CH:10][C:9]([CH2:22][NH:19][CH:20]([CH:21]3[CH2:29][CH2:28]3)[CH3:24])=[CH:8][CH:7]=2)[CH:3]=[CH:12]1.